Dataset: Full USPTO retrosynthesis dataset with 1.9M reactions from patents (1976-2016). Task: Predict the reactants needed to synthesize the given product. Given the product [CH:14]1([C:12]2[NH:11][N:10]=[C:9]([N:8]3[CH:32]=[N:1][C:2]4[C:7]3=[N:6][C:5]([NH:17][C@H:18]([C:20]3[CH:25]=[CH:24][C:23]([F:26])=[CH:22][CH:21]=3)[CH3:19])=[N:4][C:3]=4[C:27]([O:29][CH2:30][CH3:31])=[O:28])[CH:13]=2)[CH2:16][CH2:15]1, predict the reactants needed to synthesize it. The reactants are: [NH2:1][C:2]1[C:3]([C:27]([O:29][CH2:30][CH3:31])=[O:28])=[N:4][C:5]([NH:17][C@H:18]([C:20]2[CH:25]=[CH:24][C:23]([F:26])=[CH:22][CH:21]=2)[CH3:19])=[N:6][C:7]=1[NH:8][C:9]1[CH:13]=[C:12]([CH:14]2[CH2:16][CH2:15]2)[NH:11][N:10]=1.[C:32](O)(=O)C.C(N)=N.